Task: Predict the product of the given reaction.. Dataset: Forward reaction prediction with 1.9M reactions from USPTO patents (1976-2016) Given the reactants Cl[C:2]1[N:7]=[C:6]([O:8][CH3:9])[N:5]=[C:4]([NH:10][CH2:11][CH2:12][C:13]2[CH:18]=[CH:17][C:16]([O:19][CH3:20])=[C:15]([F:21])[CH:14]=2)[CH:3]=1.[C:22]([C:24]1[CH:25]=[C:26](B(O)O)[CH:27]=[CH:28][CH:29]=1)#[N:23].C([O-])([O-])=O.[Cs+].[Cs+], predict the reaction product. The product is: [F:21][C:15]1[CH:14]=[C:13]([CH2:12][CH2:11][NH:10][C:4]2[N:5]=[C:6]([O:8][CH3:9])[N:7]=[C:2]([C:28]3[CH:29]=[C:24]([CH:25]=[CH:26][CH:27]=3)[C:22]#[N:23])[CH:3]=2)[CH:18]=[CH:17][C:16]=1[O:19][CH3:20].